From a dataset of Full USPTO retrosynthesis dataset with 1.9M reactions from patents (1976-2016). Predict the reactants needed to synthesize the given product. (1) Given the product [F:1][C:2]1[CH:3]=[CH:4][C:5]([NH:8][CH2:9][C:11]2[N:12]=[C:13]([C:23]3[CH:28]=[CH:27][CH:26]=[CH:25][C:24]=3[O:29][CH3:30])[N:14]([C:16]3[CH:21]=[CH:20][C:19]([CH3:22])=[CH:18][CH:17]=3)[CH:15]=2)=[CH:6][CH:7]=1, predict the reactants needed to synthesize it. The reactants are: [F:1][C:2]1[CH:7]=[CH:6][C:5]([NH:8][C:9]([C:11]2[N:12]=[C:13]([C:23]3[CH:28]=[CH:27][CH:26]=[CH:25][C:24]=3[O:29][CH3:30])[N:14]([C:16]3[CH:21]=[CH:20][C:19]([CH3:22])=[CH:18][CH:17]=3)[CH:15]=2)=O)=[CH:4][CH:3]=1.CSC.B.Cl.C(OCC)(=O)C. (2) Given the product [CH2:30]([O:29][C:28]1[C:27]2[C:22](=[CH:23][CH:24]=[C:25]([C:34]3[S:35][CH:44]=[C:45]([C:46]([O:48][CH2:49][CH3:50])=[O:47])[N:36]=3)[CH:26]=2)[C:21](=[O:37])[N:20]([CH2:38][CH:39]([CH3:41])[CH3:40])[C:19]=1[CH2:18][NH:17][C:16]([O:15][CH2:14][CH:12]1[C:11]2[CH:10]=[CH:9][CH:8]=[CH:7][C:6]=2[C:5]2[C:13]1=[CH:1][CH:2]=[CH:3][CH:4]=2)=[O:42])[CH2:31][CH2:32][CH3:33], predict the reactants needed to synthesize it. The reactants are: [CH:1]1[C:13]2[CH:12]([CH2:14][O:15][C:16](=[O:42])[NH:17][CH2:18][C:19]3[N:20]([CH2:38][CH:39]([CH3:41])[CH3:40])[C:21](=[O:37])[C:22]4[C:27]([C:28]=3[O:29][CH2:30][CH2:31][CH2:32][CH3:33])=[CH:26][C:25]([C:34]([NH2:36])=[S:35])=[CH:24][CH:23]=4)[C:11]3[C:6](=[CH:7][CH:8]=[CH:9][CH:10]=3)[C:5]=2[CH:4]=[CH:3][CH:2]=1.Br[CH2:44][C:45](=O)[C:46]([O:48][CH2:49][CH3:50])=[O:47].O. (3) Given the product [NH:17]1[C:16]2[CH:18]=[CH:19][CH:20]=[CH:21][C:15]=2[N:14]=[C:13]1[NH:12][CH:9]1[CH2:8][CH2:7][N:6]([C:22]([O:24][C:25]([CH3:28])([CH3:27])[CH3:26])=[O:23])[CH2:11][CH2:10]1, predict the reactants needed to synthesize it. The reactants are: O(C)[Na].Br.Br.[NH:6]1[CH2:11][CH2:10][CH:9]([NH:12][C:13]2[NH:17][C:16]3[CH:18]=[CH:19][CH:20]=[CH:21][C:15]=3[N:14]=2)[CH2:8][CH2:7]1.[C:22](O[C:22]([O:24][C:25]([CH3:28])([CH3:27])[CH3:26])=[O:23])([O:24][C:25]([CH3:28])([CH3:27])[CH3:26])=[O:23]. (4) Given the product [C:46]([O:9][CH2:8][CH:7]([O:10][C:11]1[CH:19]=[CH:18][C:17]([F:20])=[C:13]([C:14](=[O:15])[NH2:16])[C:12]=1[F:21])[C:5]1[O:6][C:2]([Cl:1])=[C:3]([C:22]2[CH:27]=[CH:26][C:25]([C:28]([F:29])([F:30])[F:31])=[CH:24][CH:23]=2)[N:4]=1)(=[O:47])[CH2:45][CH2:41][C:42]([O:43][CH2:37][CH3:38])=[O:49], predict the reactants needed to synthesize it. The reactants are: [Cl:1][C:2]1[O:6][C:5]([CH:7]([O:10][C:11]2[C:12]([F:21])=[C:13]([C:17]([F:20])=[CH:18][CH:19]=2)[C:14]([NH2:16])=[O:15])[CH2:8][OH:9])=[N:4][C:3]=1[C:22]1[CH:27]=[CH:26][C:25]([C:28]([F:31])([F:30])[F:29])=[CH:24][CH:23]=1.C(N([CH2:37][CH3:38])CC)C.C([CH:41]([CH2:45][C:46](Cl)=[O:47])[C:42](Cl)=[O:43])C.[OH2:49].